Predict the product of the given reaction. From a dataset of Forward reaction prediction with 1.9M reactions from USPTO patents (1976-2016). (1) Given the reactants C([O:3][C:4]([C:6]1[NH:7][C:8]2[C:13]([C:14]=1[O:15][CH3:16])=[CH:12][CH:11]=[CH:10][CH:9]=2)=[O:5])C.Br[CH2:18][C:19]1[C:28]2[C:23](=[CH:24][CH:25]=[CH:26][CH:27]=2)[CH:22]=[CH:21][CH:20]=1, predict the reaction product. The product is: [CH3:16][O:15][C:14]1[C:13]2[C:8](=[CH:9][CH:10]=[CH:11][CH:12]=2)[N:7]([CH2:18][C:19]2[C:28]3[C:23](=[CH:24][CH:25]=[CH:26][CH:27]=3)[CH:22]=[CH:21][CH:20]=2)[C:6]=1[C:4]([OH:3])=[O:5]. (2) Given the reactants [F:1][C:2]([F:42])([F:41])[C:3]1[CH:4]=[C:5]([CH:34]=[C:35]([C:37]([F:40])([F:39])[F:38])[CH:36]=1)[CH2:6][N:7]([CH2:15][C:16]1[C:17]([N:26]([CH2:30][CH:31]2[CH2:33][CH2:32]2)[CH2:27][CH2:28][CH3:29])=[N:18][C:19](S(C)(=O)=O)=[N:20][CH:21]=1)[C:8]1[N:13]=[CH:12][C:11]([Br:14])=[CH:10][N:9]=1.[CH3:43][Mg]Cl.C(OCC)(=O)C, predict the reaction product. The product is: [F:1][C:2]([F:42])([F:41])[C:3]1[CH:4]=[C:5]([CH:34]=[C:35]([C:37]([F:40])([F:39])[F:38])[CH:36]=1)[CH2:6][N:7]([CH2:15][C:16]1[C:17]([N:26]([CH2:30][CH:31]2[CH2:33][CH2:32]2)[CH2:27][CH2:28][CH3:29])=[N:18][C:19]([CH3:43])=[N:20][CH:21]=1)[C:8]1[N:13]=[CH:12][C:11]([Br:14])=[CH:10][N:9]=1. (3) Given the reactants [Br:1][C:2]1[CH:3]=[C:4]([N+:15]([O-:17])=[O:16])[C:5]([NH:8][CH:9]2[CH2:14][CH2:13][NH:12][CH2:11][CH2:10]2)=[N:6][CH:7]=1.Cl[C:19]1[N:24]=[CH:23][C:22]([CH2:25][CH3:26])=[CH:21][N:20]=1.C([O-])([O-])=O.[K+].[K+].O, predict the reaction product. The product is: [Br:1][C:2]1[CH:3]=[C:4]([N+:15]([O-:17])=[O:16])[C:5]([NH:8][CH:9]2[CH2:14][CH2:13][N:12]([C:19]3[N:24]=[CH:23][C:22]([CH2:25][CH3:26])=[CH:21][N:20]=3)[CH2:11][CH2:10]2)=[N:6][CH:7]=1. (4) Given the reactants [NH:1]1[CH:5]=[N:4][C:3]([CH2:6][CH2:7][C:8]([OH:10])=[O:9])=[N:2]1.Cl.[CH2:12](O)[CH3:13], predict the reaction product. The product is: [NH:1]1[CH:5]=[N:4][C:3]([CH2:6][CH2:7][C:8]([O:10][CH2:12][CH3:13])=[O:9])=[N:2]1. (5) Given the reactants [O:1]=[C:2]1[C:11]2[C:6](=[CH:7][CH:8]=[CH:9][CH:10]=2)[N:5]=[CH:4][N:3]1[C@@H:12]1[CH2:17][CH2:16][CH2:15][N:14](C(OC(C)(C)C)=O)[CH2:13]1, predict the reaction product. The product is: [NH:14]1[CH2:15][CH2:16][CH2:17][C@@H:12]([N:3]2[C:2](=[O:1])[C:11]3[C:6](=[CH:7][CH:8]=[CH:9][CH:10]=3)[N:5]=[CH:4]2)[CH2:13]1. (6) Given the reactants [NH:1]1[CH:5]=[N:4][C:3]([NH:6][C:7](=[O:14])OCC(Cl)(Cl)Cl)=[N:2]1.[C:15]1([C:21]2[N:25]=[C:24]([N:26]3[CH2:31][CH2:30][NH:29][CH2:28][CH2:27]3)[S:23][N:22]=2)[CH:20]=[CH:19][CH:18]=[CH:17][CH:16]=1.C(N(C(C)C)CC)(C)C.O, predict the reaction product. The product is: [C:15]1([C:21]2[N:25]=[C:24]([N:26]3[CH2:31][CH2:30][N:29]([C:7]([NH:6][C:3]4[N:4]=[CH:5][NH:1][N:2]=4)=[O:14])[CH2:28][CH2:27]3)[S:23][N:22]=2)[CH:16]=[CH:17][CH:18]=[CH:19][CH:20]=1.